From a dataset of Full USPTO retrosynthesis dataset with 1.9M reactions from patents (1976-2016). Predict the reactants needed to synthesize the given product. (1) Given the product [NH:8]1[C:3]2[CH:4]=[CH:5][CH:6]=[CH:7][C:2]=2[N:1]=[C:9]1[C:10]1[CH:15]=[C:14]([N:16]2[CH2:21][CH2:20][N:19]([CH2:22][CH2:23][N:24]([CH3:26])[CH3:25])[CH2:18][CH2:17]2)[CH:13]=[CH:12][C:11]=1[Cl:27], predict the reactants needed to synthesize it. The reactants are: [NH2:1][C:2]1[CH:7]=[CH:6][CH:5]=[CH:4][C:3]=1[NH:8][C:9](=O)[C:10]1[CH:15]=[C:14]([N:16]2[CH2:21][CH2:20][N:19]([CH2:22][CH2:23][N:24]([CH3:26])[CH3:25])[CH2:18][CH2:17]2)[CH:13]=[CH:12][C:11]=1[Cl:27]. (2) Given the product [Br:17][C:11]1[CH:12]=[CH:13][C:8]([N:5]2[CH2:6][CH2:7][N:2]([CH3:1])[CH2:3][CH2:4]2)=[CH:9][C:10]=1[N+:14]([O-:16])=[O:15], predict the reactants needed to synthesize it. The reactants are: [CH3:1][N:2]1[CH2:7][CH2:6][N:5]([C:8]2[CH:13]=[CH:12][CH:11]=[C:10]([N+:14]([O-:16])=[O:15])[CH:9]=2)[CH2:4][CH2:3]1.[Br:17]Br. (3) Given the product [CH3:11][C:5]1[C:6]2[O:10][CH:9]=[CH:8][C:7]=2[C:2]([N:15]2[CH2:14][CH2:13][N:12]([C:18]([O:20][C:21]([CH3:24])([CH3:23])[CH3:22])=[O:19])[CH2:17][CH2:16]2)=[N:3][CH:4]=1, predict the reactants needed to synthesize it. The reactants are: Cl[C:2]1[C:7]2[CH:8]=[CH:9][O:10][C:6]=2[C:5]([CH3:11])=[CH:4][N:3]=1.[N:12]1([C:18]([O:20][C:21]([CH3:24])([CH3:23])[CH3:22])=[O:19])[CH2:17][CH2:16][NH:15][CH2:14][CH2:13]1.CC(C)([O-])C.[Na+].C(P(C(C)(C)C)C1C=CC=CC=1C1C=CC=CC=1)(C)(C)C. (4) Given the product [CH2:26]([O:25][CH2:24][P:8](=[O:16])([O:7][C:1]1[CH:6]=[CH:5][CH:4]=[CH:3][CH:2]=1)[O:9][C:10]1[CH:11]=[CH:12][CH:13]=[CH:14][CH:15]=1)[C:27]1[CH:32]=[CH:31][CH:30]=[CH:29][CH:28]=1, predict the reactants needed to synthesize it. The reactants are: [C:1]1([O:7][P:8]([O-:16])[O:9][C:10]2[CH:15]=[CH:14][CH:13]=[CH:12][CH:11]=2)[CH:6]=[CH:5][CH:4]=[CH:3][CH:2]=1.C(=O)([O-])[O-].[K+].[K+].Cl[CH2:24][O:25][CH2:26][C:27]1[CH:32]=[CH:31][CH:30]=[CH:29][CH:28]=1. (5) Given the product [Cl:11][C:4]1[CH:5]=[CH:6][C:7]([O:9][CH3:10])=[CH:8][C:3]=1[CH2:2][S:19][C:17]1[N:16]=[C:15]([OH:20])[CH:14]=[C:13]([CH3:12])[N:18]=1, predict the reactants needed to synthesize it. The reactants are: Br[CH2:2][C:3]1[CH:8]=[C:7]([O:9][CH3:10])[CH:6]=[CH:5][C:4]=1[Cl:11].[CH3:12][C:13]1[N:18]=[C:17]([SH:19])[N:16]=[C:15]([OH:20])[CH:14]=1.C(N(CC)CC)C. (6) Given the product [C:1]([N:5]1[C:9]2=[N:10][C:11]([Cl:15])=[N:12][C:13]([NH:22][CH:19]3[CH2:20][CH2:21][O:16][CH2:17][CH2:18]3)=[C:8]2[CH:7]=[N:6]1)([CH3:4])([CH3:3])[CH3:2], predict the reactants needed to synthesize it. The reactants are: [C:1]([N:5]1[C:9]2=[N:10][C:11]([Cl:15])=[N:12][C:13](Cl)=[C:8]2[CH:7]=[N:6]1)([CH3:4])([CH3:3])[CH3:2].[O:16]1[CH2:21][CH2:20][CH:19]([NH2:22])[CH2:18][CH2:17]1. (7) Given the product [CH2:1]([N:3]1[C:7]2[N:8]=[C:9]([C:18]3[CH:19]=[CH:20][C:21]([NH:24][C:25]([NH:27][C:28]4[CH:36]=[CH:35][C:31]([C:32]([NH:37][CH2:38][CH:39]5[CH2:43][CH2:42][CH2:41][N:40]5[CH2:44][CH3:45])=[O:34])=[CH:30][CH:29]=4)=[O:26])=[CH:22][CH:23]=3)[N:10]=[C:11]([N:12]3[CH2:17][CH2:16][O:15][CH2:14][CH2:13]3)[C:6]=2[N:5]=[N:4]1)[CH3:2].[CH3:46][C:42]1([CH3:43])[NH:37][CH2:38][CH2:39][N:40]([C:32]([C:31]2[CH:35]=[CH:36][C:28]([NH:27][C:25]([NH:24][C:21]3[CH:22]=[CH:23][C:18]([C:9]4[N:10]=[C:11]([N:12]5[CH2:17][CH2:16][O:15][CH2:14][CH2:13]5)[C:6]5[N:5]=[N:4][N:3]([CH2:1][CH3:2])[C:7]=5[N:8]=4)=[CH:19][CH:20]=3)=[O:26])=[CH:29][CH:30]=2)=[O:34])[CH2:41]1, predict the reactants needed to synthesize it. The reactants are: [CH2:1]([N:3]1[C:7]2[N:8]=[C:9]([C:18]3[CH:23]=[CH:22][C:21]([NH:24][C:25]([NH:27][C:28]4[CH:36]=[CH:35][C:31]([C:32]([OH:34])=O)=[CH:30][CH:29]=4)=[O:26])=[CH:20][CH:19]=3)[N:10]=[C:11]([N:12]3[CH2:17][CH2:16][O:15][CH2:14][CH2:13]3)[C:6]=2[N:5]=[N:4]1)[CH3:2].[NH2:37][CH2:38][CH:39]1[CH2:43][CH2:42][CH2:41][N:40]1[CH2:44][CH3:45].[CH3:46]CN(CC)CC.C1C=CC2N(O)N=NC=2C=1.CCN=C=NCCCN(C)C. (8) Given the product [C:6]1([CH2:12][O:13][C:14](=[O:24])[CH2:15][CH:16]2[C:17]3[N:39]([C@H:37]([C:34]4[CH:35]=[CH:36][C:31]([Cl:30])=[CH:32][CH:33]=4)[CH3:38])[C:25]([CH:26]([CH3:28])[CH3:27])=[N:5][C:18]=3[CH2:19][CH2:20][CH2:21]2)[CH:11]=[CH:10][CH:9]=[CH:8][CH:7]=1, predict the reactants needed to synthesize it. The reactants are: C([O-])(=O)C.[NH4+:5].[C:6]1([CH2:12][O:13][C:14](=[O:24])[CH2:15][C:16]2[CH2:21][CH2:20][CH2:19][C:18](=O)[C:17]=2O)[CH:11]=[CH:10][CH:9]=[CH:8][CH:7]=1.[CH:25](=O)[CH:26]([CH3:28])[CH3:27].[Cl:30][C:31]1[CH:36]=[CH:35][C:34]([C@@H:37]([NH2:39])[CH3:38])=[CH:33][CH:32]=1. (9) The reactants are: [OH:1][C:2]1[CH:7]=[CH:6][C:5]([C:8]2[N:13]=[C:12]([NH:14][C:15]3[CH:23]=[CH:22][C:18]([C:19](O)=[O:20])=[CH:17][C:16]=3[O:24][CH3:25])[CH:11]=[N:10][CH:9]=2)=[CH:4][CH:3]=1.[CH2:26]([N:28]([CH2:31][CH3:32])[CH2:29]C)C.[CH3:33][N:34](C(ON1N=NC2C=CC=CC1=2)=[N+](C)C)C.[B-](F)(F)(F)F. Given the product [CH3:26][N:28]([CH3:29])[CH2:31][CH2:32][CH2:33][NH:34][C:19](=[O:20])[C:18]1[CH:22]=[CH:23][C:15]([NH:14][C:12]2[CH:11]=[N:10][CH:9]=[C:8]([C:5]3[CH:4]=[CH:3][C:2]([OH:1])=[CH:7][CH:6]=3)[N:13]=2)=[C:16]([O:24][CH3:25])[CH:17]=1, predict the reactants needed to synthesize it. (10) Given the product [O:4]=[C:3]1[NH:5][CH2:6][CH2:7][C:8]2([CH2:13][CH2:12][N:11]([C:14]([O:16][C:17]([CH3:20])([CH3:19])[CH3:18])=[O:15])[CH2:10][CH2:9]2)[O:21][CH2:2]1, predict the reactants needed to synthesize it. The reactants are: Cl[CH2:2][C:3]([NH:5][CH2:6][CH2:7][C:8]1([OH:21])[CH2:13][CH2:12][N:11]([C:14]([O:16][C:17]([CH3:20])([CH3:19])[CH3:18])=[O:15])[CH2:10][CH2:9]1)=[O:4].CC(C)([O-])C.[K+].